Dataset: Full USPTO retrosynthesis dataset with 1.9M reactions from patents (1976-2016). Task: Predict the reactants needed to synthesize the given product. (1) Given the product [NH2:43][C@@H:13]([CH2:12][C:9]1[CH:8]=[CH:7][C:6]([O:5][C:1]([CH3:2])([CH3:3])[CH3:4])=[CH:11][CH:10]=1)[C:14]([N:16]([CH2:35][CH:36]([O:40][CH2:41][CH3:42])[O:37][CH2:38][CH3:39])[CH2:17][C:18]1[C:23]2[N:24]=[C:25]([NH:27][C:28]([O:30][C:31]([CH3:33])([CH3:34])[CH3:32])=[O:29])[S:26][C:22]=2[CH:21]=[CH:20][CH:19]=1)=[O:15], predict the reactants needed to synthesize it. The reactants are: [C:1]([O:5][C:6]1[CH:11]=[CH:10][C:9]([CH2:12][C@H:13]([NH:43]C(=O)OCC2C3C=CC=CC=3C3C2=CC=CC=3)[C:14]([N:16]([CH2:35][CH:36]([O:40][CH2:41][CH3:42])[O:37][CH2:38][CH3:39])[CH2:17][C:18]2[C:23]3[N:24]=[C:25]([NH:27][C:28]([O:30][C:31]([CH3:34])([CH3:33])[CH3:32])=[O:29])[S:26][C:22]=3[CH:21]=[CH:20][CH:19]=2)=[O:15])=[CH:8][CH:7]=1)([CH3:4])([CH3:3])[CH3:2].N1CCCCC1.ClCCl. (2) Given the product [N:18]1[C:27]2[C:22](=[CH:23][C:24]([C:2]3[C:10]4[NH:9][C:8]5[CH:11]6[CH2:17][CH2:16][N:14]([CH2:15][C:7]=5[C:6]=4[CH:5]=[CH:4][CH:3]=3)[CH2:13][CH2:12]6)=[CH:25][CH:26]=2)[CH:21]=[CH:20][CH:19]=1, predict the reactants needed to synthesize it. The reactants are: Br[C:2]1[C:10]2[NH:9][C:8]3[CH:11]4[CH2:17][CH2:16][N:14]([CH2:15][C:7]=3[C:6]=2[CH:5]=[CH:4][CH:3]=1)[CH2:13][CH2:12]4.[N:18]1[C:27]2[C:22](=[CH:23][C:24](B3OC(C)(C)C(C)(C)O3)=[CH:25][CH:26]=2)[CH:21]=[CH:20][CH:19]=1. (3) The reactants are: [Cl:1][C:2]1[N:3]=[C:4]([NH:23][C:24]2[CH:32]=[C:31]3[C:27]([CH:28]=[N:29][NH:30]3)=[CH:26][CH:25]=2)[C:5]2[C:10]([CH:11]=[CH2:12])=[CH:9][N:8]([S:13]([C:16]3[CH:22]=[CH:21][C:19]([CH3:20])=[CH:18][CH:17]=3)(=[O:15])=[O:14])[C:6]=2[N:7]=1. Given the product [Cl:1][C:2]1[N:3]=[C:4]([NH:23][C:24]2[CH:32]=[C:31]3[C:27]([CH:28]=[N:29][NH:30]3)=[CH:26][CH:25]=2)[C:5]2[C:10]([CH2:11][CH3:12])=[CH:9][N:8]([S:13]([C:16]3[CH:22]=[CH:21][C:19]([CH3:20])=[CH:18][CH:17]=3)(=[O:15])=[O:14])[C:6]=2[N:7]=1, predict the reactants needed to synthesize it. (4) The reactants are: [CH3:1][O:2][C:3](/[CH:5]=[CH:6]/[C:7]([O:9][CH2:10][C:11]([OH:13])=O)=[O:8])=[O:4].C(Cl)(=O)C(Cl)=O.[CH:20]([O:23][C:24](=[O:28])[CH2:25][NH:26][CH3:27])([CH3:22])[CH3:21].C(N(C(C)C)CC)(C)C. Given the product [C:3]([O:2][CH3:1])(=[O:4])/[CH:5]=[CH:6]/[C:7]([O:9][CH2:10][C:11](=[O:13])[N:26]([CH3:27])[CH2:25][C:24]([O:23][CH:20]([CH3:22])[CH3:21])=[O:28])=[O:8], predict the reactants needed to synthesize it. (5) Given the product [N:27]1([C:18]2[C:13]3[NH:12][CH:11]=[C:10]4[C:25](=[O:26])[N:7]([C:1]5[CH:2]=[CH:3][CH:4]=[CH:5][CH:6]=5)[N:8]=[C:9]4[C:14]=3[CH:15]=[CH:16][N:17]=2)[CH2:32][CH2:31][O:30][CH2:29][CH2:28]1, predict the reactants needed to synthesize it. The reactants are: [C:1]1([N:7]2[C:25](=[O:26])[C:10]3=[CH:11][NH:12][C:13]4[CH:14]=[CH:15][C:16](N5CCNCC5)=[N:17][C:18]=4[C:9]3=[N:8]2)[CH:6]=[CH:5][CH:4]=[CH:3][CH:2]=1.[NH:27]1[CH2:32][CH2:31][O:30][CH2:29][CH2:28]1.